From a dataset of Full USPTO retrosynthesis dataset with 1.9M reactions from patents (1976-2016). Predict the reactants needed to synthesize the given product. (1) Given the product [S:22]([O:1][CH2:2][CH:3]1[CH2:8][CH2:7][N:6]([C:9]([O:11][C:12]([CH3:15])([CH3:14])[CH3:13])=[O:10])[CH2:5][CH2:4]1)([C:19]1[CH:20]=[CH:21][C:16]([CH3:26])=[CH:17][CH:18]=1)(=[O:24])=[O:23], predict the reactants needed to synthesize it. The reactants are: [OH:1][CH2:2][CH:3]1[CH2:8][CH2:7][N:6]([C:9]([O:11][C:12]([CH3:15])([CH3:14])[CH3:13])=[O:10])[CH2:5][CH2:4]1.[C:16]1([CH3:26])[CH:21]=[CH:20][C:19]([S:22](Cl)(=[O:24])=[O:23])=[CH:18][CH:17]=1.O. (2) Given the product [Cl:23][C:22]([Cl:25])([Cl:24])[CH2:21][O:20][C:18]([N:7]1[CH2:8][CH2:9][CH:5]([C:3](=[O:4])[N:33]([CH2:34][CH3:35])[CH2:30][CH3:31])[CH2:6]1)=[O:19], predict the reactants needed to synthesize it. The reactants are: CO[C:3]([CH:5]1[CH2:9][CH2:8][N:7](CC2C=CC=CC=2)[CH2:6]1)=[O:4].Cl[C:18]([O:20][CH2:21][C:22]([Cl:25])([Cl:24])[Cl:23])=[O:19].ClC([O-])=O.[CH:30]([N:33](CC)[CH:34](C)[CH3:35])(C)[CH3:31].